This data is from Drug-target binding data from BindingDB using IC50 measurements. The task is: Regression. Given a target protein amino acid sequence and a drug SMILES string, predict the binding affinity score between them. We predict pIC50 (pIC50 = -log10(IC50 in M); higher means more potent). Dataset: bindingdb_ic50. (1) The drug is COc1cc(C(=O)c2c(O)cc(O)c(CC=C(C)C)c2O)c(O)cc1O. The target protein sequence is MPRYGASLRQSCPRSGREQGQDGTAGAPGLLWMGLVLALALALALALSDSRVLWAPAEAHPLSPQGHPARLHRIVPRLRDVFGWGNLTCPICKGLFTAINLGLKKEPNVARVGSVAIKLCNLLKIAPPAVCQSIVHLFEDDMVEVWRRSVLSPSEACGLLLGSTCGHWDIFSSWNISLPTVPKPPPKPPSPPAPGAPVSRILFLTDLHWDHDYLEGTDPDCADPLCCRRGSGLPPASRPGAGYWGEYSKCDLPLRTLESLLSGLGPAGPFDMVYWTGDIPAHDVWHQTRQDQLRALTTVTALVRKFLGPVPVYPAVGNHESTPVNSFPPPFIEGNHSSRWLYEAMAKAWEPWLPAEALRTLRIGGFYALSPYPGLRLISLNMNFCSRENFWLLINSTDPAGQLQWLVGELQAAEDRGDKVHIIGHIPPGHCLKSWSWNYYRIVARYENTLAAQFFGHTHVDEFEVFYDEETLSRPLAVAFLAPSATTYIGLNPGYRVYQI.... The pIC50 is 4.2. (2) The compound is CCOC(OCC)c1ccc(/C=C2\CNC/C(=C\c3ccc(C(OCC)OCC)cc3)C2=O)cc1. The target is SSSEEGLTCRGIPNSISI. The pIC50 is 4.0. (3) The compound is OCCCOc1cc(N2CCc3nc(-c4ccccn4)ncc3C2)cc(F)c1F. The target protein (Q69422) has sequence MPVISTQTSPVPAPRTRKNKQTQASYPVSIKTSVERGQRAKRKVQRDARPRNYKIAGIHDGLQTLAQAALPAHGWGRQDPRHKSRNLGILLDYPLGWIGDVTTHTPLVGPLVAGAVVRPVCQIVRLLEDGVNWATGWFGVHLFVVCLLSLACPCSGARVTDPDTNTTILTNCCQRNQVIYCSPSTCLHEPGCVICADECWVPANPYISHPSNWTGTDSFLADHIDFVMGALVTCDALDIGELCGACVLVGDWLVRHWLIHIDLNETGTCYLEVPTGIDPGFLGFIGWMAGKVEAVIFLTKLASQVPYAIATMFSSVHYLAVGALIYYASRGKWYQLLLALMLYIEATSGNPIRVPTGCSIAEFCSPLMIPCPCHSYLSENVSEVICYSPKWTRPVTLEYNNSISWYPYTIPGARGCMVKFKNNTWGCCRIRNVPSYCTMGTDAVWNDTRNTYEACGVTPWLTTAWHNGSALKLAILQYPGSKEMFKPHNWMSGHLYFEGS.... The pIC50 is 6.5. (4) The drug is COc1ccc(C(=O)Nc2cccc(C)c2N2CCC3(CC2)OCCO3)o1. The target protein sequence is MSKSKVDNQFYSVEVGDSTFTVLKRYQNLKPIGSGAQGIVCAAYDAVLDRNVAIKKLSRPFQNQTHAKRAYRELVLMKCVNHKNIISLLNVFTPQKTLEEFQDVYLVMELMDANLCQVIQMELDHERMSYLLYQMLCGIKHLHSAGIIHRDLKPSNIVVKSDCTLKILDFGLARTAGTSFMMTPYVVTRYYRAPEVILGMGYKENVDIWSVGCIMGEMVRHKILFPGRDYIDQWNKVIEQLGTPCPEFMKKLQPTVRNYVENRPKYAGLTFPKLFPDSLFPADSEHNKLKASQARDLLSKMLVIDPAKRISVDDALQHPYINVWYDPAXXXXXDEREHTIEEWKELIYKEVMNSE. The pIC50 is 6.2.